From a dataset of Catalyst prediction with 721,799 reactions and 888 catalyst types from USPTO. Predict which catalyst facilitates the given reaction. (1) Reactant: CC(C)([O-])C.[Na+].[CH3:7][O:8][CH2:9][CH2:10][CH2:11][N:12]1[C:17]2[CH:18]=[C:19]([CH2:22][O:23][CH:24]3[CH:29]([C:30]4[CH:35]=[CH:34][C:33]([O:36][C@H:37]5[CH2:41][CH2:40][NH:39][CH2:38]5)=[CH:32][CH:31]=4)[CH2:28][CH2:27][N:26]([C:42]([O:44][CH2:45][C:46]4[CH:51]=[CH:50][CH:49]=[CH:48][CH:47]=4)=[O:43])[CH2:25]3)[CH:20]=[CH:21][C:16]=2[O:15][CH2:14][C:13]1=[O:52].I[C:54]1[CH:59]=[CH:58][CH:57]=[CH:56][CH:55]=1.CC1(C)C2C=CC=C(P(C3C=CC=CC=3)C3C=CC=CC=3)C=2OC2C1=CC=CC=2P(C1C=CC=CC=1)C1C=CC=CC=1. Product: [CH3:7][O:8][CH2:9][CH2:10][CH2:11][N:12]1[C:17]2[CH:18]=[C:19]([CH2:22][O:23][CH:24]3[CH:29]([C:30]4[CH:31]=[CH:32][C:33]([O:36][C@H:37]5[CH2:41][CH2:40][N:39]([C:54]6[CH:59]=[CH:58][CH:57]=[CH:56][CH:55]=6)[CH2:38]5)=[CH:34][CH:35]=4)[CH2:28][CH2:27][N:26]([C:42]([O:44][CH2:45][C:46]4[CH:47]=[CH:48][CH:49]=[CH:50][CH:51]=4)=[O:43])[CH2:25]3)[CH:20]=[CH:21][C:16]=2[O:15][CH2:14][C:13]1=[O:52]. The catalyst class is: 12. (2) Reactant: [Br:1][C:2]1[CH:7]=[C:6](I)[C:5]([Br:9])=[CH:4][C:3]=1I.[C:11]1(B(O)O)[C:20]2[C:15](=[CH:16][CH:17]=[CH:18][CH:19]=2)[CH:14]=[CH:13][CH:12]=1.[C:37]1(P([C:37]2[CH:42]=[CH:41][CH:40]=[CH:39][CH:38]=2)[C:37]2[CH:42]=[CH:41][CH:40]=[CH:39][CH:38]=2)[CH:42]=[CH:41][CH:40]=[CH:39][CH:38]=1.[OH-].[K+].[N+]([C:48]1[CH:53]=CC=[CH:50][CH:49]=1)([O-])=O. Product: [Br:1][C:2]1[CH:7]=[C:6]([C:11]2[C:20]3[C:15](=[CH:16][CH:17]=[CH:18][CH:19]=3)[CH:14]=[CH:13][CH:12]=2)[C:5]([Br:9])=[CH:4][C:3]=1[C:39]1[C:38]2[C:37](=[CH:53][CH:48]=[CH:49][CH:50]=2)[CH:42]=[CH:41][CH:40]=1. The catalyst class is: 6. (3) Product: [CH3:13][O:14][C:6]1[CH:7]=[C:2]([Br:1])[C:3]([F:12])=[CH:4][C:5]=1[N+:9]([O-:11])=[O:10]. Reactant: [Br:1][C:2]1[CH:7]=[C:6](F)[C:5]([N+:9]([O-:11])=[O:10])=[CH:4][C:3]=1[F:12].[CH3:13][O-:14].[Na+].CO. The catalyst class is: 2. (4) Reactant: C([Li])CCC.[CH2:6]([C:8]1[CH:13]=[CH:12][C:11]([O:14][CH3:15])=[CH:10][CH:9]=1)[CH3:7].CN(C)CCN(C)C.[C:24](=[O:26])=[O:25].[OH-].[Na+]. Product: [CH2:6]([C:8]1[CH:9]=[CH:10][C:11]([O:14][CH3:15])=[C:12]([CH:13]=1)[C:24]([OH:26])=[O:25])[CH3:7]. The catalyst class is: 27. (5) Reactant: [O:1]=[C:2]1[N:6]([C:7]([O:9][C:10]([CH3:13])([CH3:12])[CH3:11])=[O:8])[C@H:5]([C:14]([O:16][CH3:17])=[O:15])[CH2:4][CH2:3]1.C[Si]([N-][Si](C)(C)C)(C)C.[Li+].I[CH2:29][CH:30]=[CH2:31]. Product: [CH2:31]([C@@H:3]1[C:2](=[O:1])[N:6]([C:7]([O:9][C:10]([CH3:13])([CH3:12])[CH3:11])=[O:8])[C@H:5]([C:14]([O:16][CH3:17])=[O:15])[CH2:4]1)[CH:30]=[CH2:29]. The catalyst class is: 1.